This data is from Forward reaction prediction with 1.9M reactions from USPTO patents (1976-2016). The task is: Predict the product of the given reaction. (1) The product is: [CH3:21][O:22][C:17]1[CH:18]=[CH:19][C:14]([NH:13][S:10]([C:7]2[CH:8]=[CH:9][C:4]([N+:1]([O-:3])=[O:2])=[CH:5][CH:6]=2)(=[O:12])=[O:11])=[CH:15][CH:16]=1. Given the reactants [N+:1]([C:4]1[CH:9]=[CH:8][C:7]([S:10]([NH:13][C:14]2[CH:19]=[CH:18][CH:17]=[CH:16][C:15]=2C)(=[O:12])=[O:11])=[CH:6][CH:5]=1)([O-:3])=[O:2].[CH3:21][O:22]C1C=CC(N)=CC=1, predict the reaction product. (2) Given the reactants Cl.[CH3:2][C@@:3]([S:31]([CH3:34])(=[O:33])=[O:32])([CH2:14][CH2:15][N:16]1[CH:21]=[CH:20][C:19](/[CH:22]=[CH:23]/[C:24]2[CH:29]=[CH:28][CH:27]=[CH:26][CH:25]=2)=[CH:18][C:17]1=[O:30])[C:4]([NH:6][O:7]C1CCCCO1)=[O:5], predict the reaction product. The product is: [OH:7][NH:6][C:4](=[O:5])[C:3]([CH3:2])([S:31]([CH3:34])(=[O:33])=[O:32])[CH2:14][CH2:15][N:16]1[CH:21]=[CH:20][C:19](/[CH:22]=[CH:23]/[C:24]2[CH:25]=[CH:26][CH:27]=[CH:28][CH:29]=2)=[CH:18][C:17]1=[O:30].